From a dataset of Full USPTO retrosynthesis dataset with 1.9M reactions from patents (1976-2016). Predict the reactants needed to synthesize the given product. (1) Given the product [F:23][C:17]1[C:18]([F:22])=[CH:19][CH:20]=[CH:21][C:16]=1[C@H:13]1[CH2:12][N:11]([CH2:24][CH2:25][S:26]([CH3:28])=[O:27])[C:10](=[O:29])[C@H:9]([NH:8][C:31]([N:58]2[CH2:59][CH2:60][CH:55]([N:47]3[C:48]4[C:49](=[N:50][CH:51]=[CH:52][CH:53]=4)[NH:54][C:46]3=[O:45])[CH2:56][CH2:57]2)=[O:32])[CH2:15][CH2:14]1, predict the reactants needed to synthesize it. The reactants are: C(N(CC)CC)C.[NH2:8][C@@H:9]1[CH2:15][CH2:14][C@@H:13]([C:16]2[CH:21]=[CH:20][CH:19]=[C:18]([F:22])[C:17]=2[F:23])[CH2:12][N:11]([CH2:24][CH2:25][S:26]([CH3:28])=[O:27])[C:10]1=[O:29].Cl[C:31](OC1C=CC([N+]([O-])=O)=CC=1)=[O:32].Cl.Cl.[O:45]=[C:46]1[NH:54][C:49]2=[N:50][CH:51]=[CH:52][CH:53]=[C:48]2[N:47]1[CH:55]1[CH2:60][CH2:59][NH:58][CH2:57][CH2:56]1. (2) Given the product [CH3:1][NH:2][S:3]([CH2:6][CH2:7][C:8]1[CH:9]=[CH:10][C:11]([NH2:14])=[CH:12][CH:13]=1)(=[O:4])=[O:5], predict the reactants needed to synthesize it. The reactants are: [CH3:1][NH:2][S:3]([CH2:6][CH2:7][C:8]1[CH:13]=[CH:12][C:11]([N+:14]([O-])=O)=[CH:10][CH:9]=1)(=[O:5])=[O:4].